Dataset: Tyrosyl-DNA phosphodiesterase HTS with 341,365 compounds. Task: Binary Classification. Given a drug SMILES string, predict its activity (active/inactive) in a high-throughput screening assay against a specified biological target. (1) The molecule is O1N=C(CC1Cn1nc(cc1c1ccccc1)C(=O)NCc1occc1)c1ccc(OC)cc1. The result is 0 (inactive). (2) The drug is O(CC(=O)NCc1c(OC)cccc1)c1c(nc(cc1)C)[N+]([O-])=O. The result is 0 (inactive). (3) The drug is Clc1cc(N(CCC)C(=O)NCc2noc3c2cc(cc3)C)ccc1Cl. The result is 0 (inactive). (4) The compound is s1c(N(Cc2cccnc2)C(=O)c2sccc2)nc2c1cc(F)cc2. The result is 0 (inactive).